This data is from Reaction yield outcomes from USPTO patents with 853,638 reactions. The task is: Predict the reaction yield, written as a fraction of the theoretical maximum amount of product (1.0 means a 100% yield; for example, 0.34 means a 34% yield). (1) The reactants are [F:1][C:2]1[CH:3]=[C:4]([CH:28]=[C:29]([F:31])[CH:30]=1)[O:5][C:6]1[CH:11]=[CH:10][C:9]([C:12]2[C:20]3[C:15](=[N:16][CH:17]=[N:18][C:19]=3[NH2:21])[N:14]([C@@H:22]3[CH2:27][CH2:26][CH2:25][NH:24][CH2:23]3)[N:13]=2)=[CH:8][CH:7]=1.[C:32]([CH2:34][C:35](O)=[O:36])#[N:33].N1(C(N2C=CN=C2)=O)C=CN=C1. The yield is 0.620. The product is [NH2:21][C:19]1[N:18]=[CH:17][N:16]=[C:15]2[N:14]([C@@H:22]3[CH2:27][CH2:26][CH2:25][N:24]([C:35](=[O:36])[CH2:34][C:32]#[N:33])[CH2:23]3)[N:13]=[C:12]([C:9]3[CH:10]=[CH:11][C:6]([O:5][C:4]4[CH:28]=[C:29]([F:31])[CH:30]=[C:2]([F:1])[CH:3]=4)=[CH:7][CH:8]=3)[C:20]=12. The catalyst is ClCCl. (2) The yield is 0.860. The product is [CH2:1]([O:3][C:4](=[O:24])[C:5]([CH3:23])([O:14][C:15]1[CH:16]=[CH:17][C:18]([O:21][CH3:22])=[CH:19][CH:20]=1)[CH2:6][C:7]1[CH:8]=[CH:9][C:10]([O:13][CH2:37][CH2:36][C:27]2[N:28]=[C:29]([C:31]3[S:32][CH:33]=[CH:34][CH:35]=3)[O:30][C:26]=2[CH3:25])=[CH:11][CH:12]=1)[CH3:2]. The reactants are [CH2:1]([O:3][C:4](=[O:24])[C:5]([CH3:23])([O:14][C:15]1[CH:20]=[CH:19][C:18]([O:21][CH3:22])=[CH:17][CH:16]=1)[CH2:6][C:7]1[CH:12]=[CH:11][C:10]([OH:13])=[CH:9][CH:8]=1)[CH3:2].[CH3:25][C:26]1[O:30][C:29]([C:31]2[S:32][CH:33]=[CH:34][CH:35]=2)=[N:28][C:27]=1[CH2:36][CH2:37]OS(C1C=CC(C)=CC=1)(=O)=O. No catalyst specified. (3) The catalyst is O1CCOCC1. The product is [F:18][C:12]1[CH:13]=[C:14]([F:17])[CH:15]=[CH:16][C:11]=1[C:8]1[CH:9]=[CH:10][C:5]([C:3]([OH:4])=[O:2])=[CH:6][CH:7]=1. The yield is 0.247. The reactants are C[O:2][C:3]([C:5]1[CH:10]=[CH:9][C:8]([C:11]2[CH:16]=[CH:15][C:14]([F:17])=[CH:13][C:12]=2[F:18])=[CH:7][CH:6]=1)=[O:4].[OH-].[Na+].Cl.